This data is from Forward reaction prediction with 1.9M reactions from USPTO patents (1976-2016). The task is: Predict the product of the given reaction. (1) Given the reactants [C:1]([O:4][C@H:5]1[CH2:10][CH2:9][C@@:8]([C@H:12]2[CH2:29][CH2:28][C@@:27]3([CH3:30])[C@@H:14]([CH2:15][C@H:16]4[C@@H:26]3[C@H:25]([CH3:31])[C@@:18]3([CH2:23][CH2:22][C@@H:21]([CH3:24])[CH2:20][O:19]3)[O:17]4)[C@@H:13]2[CH:32]=[O:33])([CH3:11])[C@@H:7]([CH:34]=[O:35])[CH2:6]1)(=[O:3])[CH3:2].[BH4-].[Na+], predict the reaction product. The product is: [C:1]([O:4][C@H:5]1[CH2:10][CH2:9][C@@:8]([C@H:12]2[CH2:29][CH2:28][C@@:27]3([CH3:30])[C@@H:14]([CH2:15][C@H:16]4[C@@H:26]3[C@H:25]([CH3:31])[C@@:18]3([CH2:23][CH2:22][C@@H:21]([CH3:24])[CH2:20][O:19]3)[O:17]4)[C@@H:13]2[CH2:32][OH:33])([CH3:11])[C@@H:7]([CH2:34][OH:35])[CH2:6]1)(=[O:3])[CH3:2]. (2) Given the reactants CCN(C(C)C)C(C)C.[C:10]1([C:16]2[NH:20][N:19]=[C:18]([C:21]([NH:23][CH2:24][C:25]([OH:27])=O)=[O:22])[CH:17]=2)[CH:15]=[CH:14][CH:13]=[CH:12][CH:11]=1.C1C=CC2N(O)N=NC=2C=1.CCN=C=NCCCN(C)C.Cl.Cl.NCC([N:55]1[CH2:60][CH2:59][CH:58]([NH:61][C:62]2[CH:67]=[C:66]([Br:68])[CH:65]=[CH:64][C:63]=2[O:69][CH3:70])[CH2:57][CH2:56]1)=O, predict the reaction product. The product is: [Br:68][C:66]1[CH:65]=[CH:64][C:63]([O:69][CH3:70])=[C:62]([NH:61][CH:58]2[CH2:57][CH2:56][N:55]([C:25](=[O:27])[CH2:24][NH:23][C:21]([C:18]3[CH:17]=[C:16]([C:10]4[CH:11]=[CH:12][CH:13]=[CH:14][CH:15]=4)[NH:20][N:19]=3)=[O:22])[CH2:60][CH2:59]2)[CH:67]=1. (3) Given the reactants [CH2:1]([CH:4]1[S:9](=[O:11])(=[O:10])[N:8]([C:12]2[CH:17]=[CH:16][CH:15]=[CH:14][CH:13]=2)[C:7]2[CH:18]=[CH:19][CH:20]=[CH:21][C:6]=2[CH2:5]1)[CH:2]=[CH2:3].C12BC(CCC1)CCC2.[OH-:31].[Na+].OO, predict the reaction product. The product is: [O:10]=[S:9]1(=[O:11])[CH:4]([CH2:1][CH2:2][CH2:3][OH:31])[CH2:5][C:6]2[CH:21]=[CH:20][CH:19]=[CH:18][C:7]=2[N:8]1[C:12]1[CH:13]=[CH:14][CH:15]=[CH:16][CH:17]=1. (4) Given the reactants [Cl-].[O:2]1[CH2:7][CH2:6][CH:5]([CH2:8][NH:9][C:10]([CH2:12][P+](C2C=CC=CC=2)(C2C=CC=CC=2)C2C=CC=CC=2)=[O:11])[CH2:4][CH2:3]1.[Cl:32][CH2:33][CH2:34][CH2:35][CH2:36][CH:37]=O.O1CCCC1.[H-].[Na+], predict the reaction product. The product is: [O:2]1[CH2:3][CH2:4][CH:5]([CH2:8][NH:9][C:10](=[O:11])/[CH:12]=[CH:37]/[CH2:36][CH2:35][CH2:34][CH2:33][Cl:32])[CH2:6][CH2:7]1. (5) Given the reactants CC1C=CC(S(O[CH2:12][CH:13]2[CH2:17][C:16]3[CH:18]=[C:19]([Cl:30])[CH:20]=[C:21]([C:22]4[C:27]([CH3:28])=[CH:26][CH:25]=[CH:24][C:23]=4[CH3:29])[C:15]=3[O:14]2)(=O)=O)=CC=1.[CH2:31]([NH2:33])[CH3:32], predict the reaction product. The product is: [Cl:30][C:19]1[CH:20]=[C:21]([C:22]2[C:27]([CH3:28])=[CH:26][CH:25]=[CH:24][C:23]=2[CH3:29])[C:15]2[O:14][CH:13]([CH2:12][NH:33][CH2:31][CH3:32])[CH2:17][C:16]=2[CH:18]=1. (6) Given the reactants [C:1]([C:3]1[C:4]2[C:9]([CH:10]=[C:11]3[C:16]=1[CH:15]=[CH:14][CH:13]=[CH:12]3)=[CH:8][CH:7]=[CH:6][CH:5]=2)#[CH:2].CN(C)[CH2:19][CH2:20]N(C)C, predict the reaction product. The product is: [CH:5]1[C:4]2[C:9](=[CH:10][C:11]3[C:16]([C:3]=2[C:1]#[C:2][C:7]#[C:6][C:5]2[C:4]4[C:3]([CH:1]=[C:20]5[C:19]=2[CH:15]=[CH:14][CH:13]=[CH:12]5)=[CH:16][CH:11]=[CH:10][CH:9]=4)=[CH:15][CH:14]=[CH:13][CH:12]=3)[CH:8]=[CH:7][CH:6]=1.